This data is from Full USPTO retrosynthesis dataset with 1.9M reactions from patents (1976-2016). The task is: Predict the reactants needed to synthesize the given product. (1) Given the product [C:37]1([CH2:61][CH2:60][CH2:80][CH2:8][N:10]2[C:11]3[C:12](=[CH:13][C:14]([S:17]([NH:20][C:21]4[S:22][CH:23]=[CH:24][N:25]=4)(=[O:18])=[O:19])=[CH:15][CH:16]=3)[CH:89]=[N:90]2)[CH:38]=[CH:39][CH:40]=[CH:41][CH:42]=1, predict the reactants needed to synthesize it. The reactants are: C(C1S[C:8]([NH:10][C:11]2[CH:16]=[CH:15][C:14]([S:17]([NH:20][C:21]3[S:22][CH:23]=[CH:24][N:25]=3)(=[O:19])=[O:18])=[CH:13][CH:12]=2)=NC=1C)(C)(C)C.C(C1SC(N[C:37]2[CH:42]=[CH:41][C:40](S(NC3SC=CN=3)(=O)=O)=[C:39](F)[CH:38]=2)=NC=1C)(C)(C)C.C(N1C(NC2C=CC(S(NC3SC=CN=3)(=O)=O)=C(F)C=2)=[CH:61][C:60]([CH2:80]C2C=CC(Cl)=CC=2)=N1)(C)(C)C.O=[C:89]1CC2C(=CC=C(S(NC3SC=CN=3)(=O)=O)C=2)[N:90]1C1SC=C(CC2C=CC(C(F)(F)F)=CC=2)N=1.C1(C2C=CN=C(NC3C=CC(S(NC4SC=CN=4)(=O)=O)=C(F)C=3)N=2)CC1.ClC1C=CC(CC2C=C(NC3C=NC(S(NC4SC=CN=4)(=O)=O)=NC=3)N(C)N=2)=CC=1.C(C1N=C(NC2CC3C(=CC=C(S(NC4SC=CN=4)(=O)=O)C=3F)C2)SC=1)(C)(C)C.FC1C(S(NC2SC=CN=2)(=O)=O)=CC=C2C=1C(=O)C(NC1SC=C(CC(C)(C)C)N=1)C2.FC1C=CC(CC2C=C(N3CCC4C(=CC(S(NC5SC=CN=5)(=O)=O)=CC=4)C3)ON=2)=CC=1.FC1C=CC(CC2C=C(N3CC(=O)C4C(=CC(S(NC5SC=CN=5)(=O)=O)=CC=4)C3)ON=2)=CC=1.C1(C2N=C(N(C3C=CC(S(=O)(=O)NC4SC=CN=4)=CC=3)CC(N)=O)SC=2)CC1. (2) Given the product [CH2:2]([O:4][C:5](=[O:18])[C:6](=[N:32][NH:31][C:26]1[CH:27]=[CH:28][CH:29]=[CH:30][C:25]=1[Cl:24])[CH:7]([N:19]=[O:21])[C:8]([C:10]1[CH:15]=[CH:14][C:13]([Cl:16])=[CH:12][CH:11]=1)=[O:9])[CH3:3], predict the reactants needed to synthesize it. The reactants are: [Li].[CH2:2]([O:4][C:5](=[O:18])[C:6](O)=[CH:7][C:8]([C:10]1[CH:15]=[CH:14][C:13]([Cl:16])=[CH:12][CH:11]=1)=[O:9])[CH3:3].[N:19]([O-:21])=O.[Na+].Cl.[Cl:24][C:25]1[CH:30]=[CH:29][CH:28]=[CH:27][C:26]=1[NH:31][NH2:32]. (3) Given the product [OH:4][C:5]1([C:24]2[CH:34]=[CH:33][C:27]([O:28][CH2:29][C:30]([OH:32])=[O:31])=[CH:26][CH:25]=2)[CH2:6][CH2:7][N:8]([C:11]2[CH:12]=[CH:13][C:14]3[N:15]([C:17]([C:20]([F:23])([F:22])[F:21])=[N:18][N:19]=3)[N:16]=2)[CH2:9][CH2:10]1, predict the reactants needed to synthesize it. The reactants are: O.[OH-].[Li+].[OH:4][C:5]1([C:24]2[CH:34]=[CH:33][C:27]([O:28][CH2:29][C:30]([O-:32])=[O:31])=[CH:26][CH:25]=2)[CH2:10][CH2:9][N:8]([C:11]2[CH:12]=[CH:13][C:14]3[N:15]([C:17]([C:20]([F:23])([F:22])[F:21])=[N:18][N:19]=3)[N:16]=2)[CH2:7][CH2:6]1.O.CO. (4) The reactants are: CS(O[CH2:6][CH2:7][NH:8][S:9]([C:12]1[CH:17]=[CH:16][C:15]([C:18]2[C:19]3[C:20]4[CH2:33][CH2:32][CH2:31][C:21]=4[C:22](=[O:30])[NH:23][C:24]=3[CH:25]=[CH:26][C:27]=2[O:28]C)=[CH:14][CH:13]=1)(=[O:11])=[O:10])(=O)=O.[Cl-:34].[Al+3].[Cl-].[Cl-]. Given the product [Cl:34][CH2:6][CH2:7][NH:8][S:9]([C:12]1[CH:17]=[CH:16][C:15]([C:18]2[C:19]3[C:20]4[CH2:33][CH2:32][CH2:31][C:21]=4[C:22](=[O:30])[NH:23][C:24]=3[CH:25]=[CH:26][C:27]=2[OH:28])=[CH:14][CH:13]=1)(=[O:11])=[O:10], predict the reactants needed to synthesize it. (5) Given the product [F:1][C:2]1[CH:3]=[C:4]([C:9]2([OH:14])[CH2:13][CH2:12][N:11]([CH2:22][CH3:23])[CH2:10]2)[CH:5]=[C:6]([F:8])[CH:7]=1, predict the reactants needed to synthesize it. The reactants are: [F:1][C:2]1[CH:3]=[C:4]([C:9]2([OH:14])[CH2:13][CH2:12][NH:11][CH2:10]2)[CH:5]=[C:6]([F:8])[CH:7]=1.C(=O)([O-])[O-].[Na+].[Na+].I[CH2:22][CH3:23].O. (6) Given the product [CH2:1]([O:8][C:9]([N:11]1[CH2:16][CH2:15][N:14]([C:17]([O:19][C:20]([CH3:21])([CH3:22])[CH3:23])=[O:18])[CH2:13][C@@H:12]1[CH2:24][OH:25])=[O:10])[C:2]1[CH:3]=[CH:4][CH:5]=[CH:6][CH:7]=1, predict the reactants needed to synthesize it. The reactants are: [CH2:1]([O:8][C:9]([N:11]1[CH2:16][CH2:15][N:14]([C:17]([O:19][C:20]([CH3:23])([CH3:22])[CH3:21])=[O:18])[CH2:13][C@H:12]1[C:24](O)=[O:25])=[O:10])[C:2]1[CH:7]=[CH:6][CH:5]=[CH:4][CH:3]=1.B.C(O)(=O)C. (7) The reactants are: [C:1]([C:3]1[CH:4]=[C:5]([NH:14][C:15](=[O:17])[CH3:16])[CH:6]=[CH:7][C:8]=1[S:9]([CH2:12][CH3:13])(=[O:11])=[O:10])#[N:2]. Given the product [NH2:2][CH2:1][C:3]1[CH:4]=[C:5]([NH:14][C:15](=[O:17])[CH3:16])[CH:6]=[CH:7][C:8]=1[S:9]([CH2:12][CH3:13])(=[O:11])=[O:10], predict the reactants needed to synthesize it.